From a dataset of Forward reaction prediction with 1.9M reactions from USPTO patents (1976-2016). Predict the product of the given reaction. (1) Given the reactants Cl[C:2]1[NH:3][CH:4]=[C:5]([N+:7]([O-:9])=[O:8])[N:6]=1.[CH3:10][N:11]([CH:19]1[CH2:24][CH2:23][N:22]([CH2:25][C:26]2([CH3:29])[CH2:28][O:27]2)[CH2:21][CH2:20]1)[C:12](=[O:18])[O:13][C:14]([CH3:17])([CH3:16])[CH3:15].C([O-])(=O)C.[Na+], predict the reaction product. The product is: [CH3:10][N:11]([CH:19]1[CH2:24][CH2:23][N:22]([CH2:25][C:26]2([CH3:29])[O:27][C:2]3=[N:6][C:5]([N+:7]([O-:9])=[O:8])=[CH:4][N:3]3[CH2:28]2)[CH2:21][CH2:20]1)[C:12](=[O:18])[O:13][C:14]([CH3:17])([CH3:15])[CH3:16]. (2) Given the reactants C(O[C:4](=[O:15])[C:5]([N:10]1[CH:14]=[CH:13][N:12]=[N:11]1)=[CH:6][N:7](C)C)C.[NH:16]([C:18]1[CH:23]=[CH:22][CH:21]=[CH:20][N:19]=1)N.C12(CS(O)(=O)=O)C(C)(C)C(CC1)CC2=O, predict the reaction product. The product is: [N:19]1[CH:20]=[CH:21][CH:22]=[CH:23][C:18]=1[N:16]1[C:4](=[O:15])[C:5]([N:10]2[CH:14]=[CH:13][N:12]=[N:11]2)=[CH:6][NH:7]1. (3) Given the reactants COC1C=CC(C[N:8]2[C:17]([CH:18]([NH:20][C:21]3[C:22]4[N:30]=[CH:29][CH:28]=[CH:27][C:23]=4[N:24]=[CH:25][N:26]=3)[CH3:19])=[CH:16][C:15]3[N:14]=[CH:13][CH:12]=[C:11]([CH3:31])[C:10]=3[C:9]2=[O:32])=CC=1, predict the reaction product. The product is: [CH3:31][C:11]1[C:10]2[C:9](=[O:32])[NH:8][C:17]([CH:18]([NH:20][C:21]3[C:22]4[N:30]=[CH:29][CH:28]=[CH:27][C:23]=4[N:24]=[CH:25][N:26]=3)[CH3:19])=[CH:16][C:15]=2[N:14]=[CH:13][CH:12]=1.